From a dataset of Full USPTO retrosynthesis dataset with 1.9M reactions from patents (1976-2016). Predict the reactants needed to synthesize the given product. (1) Given the product [CH3:1][C:2]1[NH:6][C:5]2[CH:7]=[C:8]([C:11]3[CH:12]=[CH:13][C:14]4[O:20][CH2:19][CH2:18][N:17]([C:21]5[C:30]6[C:25](=[CH:26][CH:27]=[C:28]([OH:31])[CH:29]=6)[N:24]=[CH:23][N:22]=5)[CH2:16][C:15]=4[CH:39]=3)[CH:9]=[CH:10][C:4]=2[N:3]=1, predict the reactants needed to synthesize it. The reactants are: [CH3:1][C:2]1[NH:6][C:5]2[CH:7]=[C:8]([C:11]3[CH:12]=[CH:13][C:14]4[O:20][CH2:19][CH2:18][N:17]([C:21]5[C:30]6[C:25](=[CH:26][CH:27]=[C:28]([O:31]CC7C=CC=CC=7)[CH:29]=6)[N:24]=[CH:23][N:22]=5)[CH2:16][C:15]=4[CH:39]=3)[CH:9]=[CH:10][C:4]=2[N:3]=1. (2) Given the product [C:1]([O:5][C:6](=[O:22])[NH:7][C@H:8]([CH2:12][C:13]1[CH:18]=[C:17]([F:19])[C:16]([F:20])=[CH:15][C:14]=1[F:21])[CH2:9][CH2:10][N:31]1[CH2:32][CH2:33][CH2:34][CH:29]([C:23]2[CH:28]=[CH:27][CH:26]=[CH:25][CH:24]=2)[CH2:30]1)([CH3:4])([CH3:3])[CH3:2], predict the reactants needed to synthesize it. The reactants are: [C:1]([O:5][C:6](=[O:22])[NH:7][C@H:8]([CH2:12][C:13]1[CH:18]=[C:17]([F:19])[C:16]([F:20])=[CH:15][C:14]=1[F:21])[CH2:9][CH:10]=O)([CH3:4])([CH3:3])[CH3:2].[C:23]1([CH:29]2[CH2:34][CH2:33][CH2:32][NH:31][CH2:30]2)[CH:28]=[CH:27][CH:26]=[CH:25][CH:24]=1.[Na]. (3) Given the product [Cl-:1].[NH2:14][C:6]1[CH:5]=[C:4]([CH:13]=[CH:12][C:7]=1[C:8]([O:10][CH3:11])=[O:9])[CH2:2][NH3+:3], predict the reactants needed to synthesize it. The reactants are: [ClH:1].[C:2]([C:4]1[CH:13]=[CH:12][C:7]([C:8]([O:10][CH3:11])=[O:9])=[C:6]([N+:14]([O-])=O)[CH:5]=1)#[N:3].[H][H]. (4) Given the product [OH:2][C:3]1[CH:4]=[C:5]([CH:9]=[CH:10][C:11]=1[OH:12])[CH2:6][N:7]([CH3:8])[C:22]([NH:21][CH2:13][CH2:14][C:15]1[CH:20]=[CH:19][CH:18]=[CH:17][CH:16]=1)=[S:23], predict the reactants needed to synthesize it. The reactants are: Br.[OH:2][C:3]1[CH:4]=[C:5]([CH:9]=[CH:10][C:11]=1[OH:12])[CH2:6][NH:7][CH3:8].[CH2:13]([N:21]=[C:22]=[S:23])[CH2:14][C:15]1[CH:20]=[CH:19][CH:18]=[CH:17][CH:16]=1. (5) Given the product [N:18]1([C:2]2[CH:7]=[C:6]([C:8]([F:11])([F:10])[F:9])[N:5]=[C:4]([C:12]3[CH:13]=[N:14][CH:15]=[CH:16][CH:17]=3)[N:3]=2)[CH:22]=[CH:21][CH:20]=[N:19]1, predict the reactants needed to synthesize it. The reactants are: Cl[C:2]1[CH:7]=[C:6]([C:8]([F:11])([F:10])[F:9])[N:5]=[C:4]([C:12]2[CH:13]=[N:14][CH:15]=[CH:16][CH:17]=2)[N:3]=1.[NH:18]1[CH:22]=[CH:21][CH:20]=[N:19]1. (6) Given the product [CH3:23][C:16]([N:14]1[CH:15]=[C:11]([NH:10][C:3]2[NH:8][C:7](=[O:9])[CH:6]=[CH:5][N:4]=2)[CH:12]=[N:13]1)([CH3:22])[C:17]([O:19][CH2:20][CH3:21])=[O:18], predict the reactants needed to synthesize it. The reactants are: CS[C:3]1[NH:8][C:7](=[O:9])[CH:6]=[CH:5][N:4]=1.[NH2:10][C:11]1[CH:12]=[N:13][N:14]([C:16]([CH3:23])([CH3:22])[C:17]([O:19][CH2:20][CH3:21])=[O:18])[CH:15]=1.O.